Task: Predict the product of the given reaction.. Dataset: Forward reaction prediction with 1.9M reactions from USPTO patents (1976-2016) (1) Given the reactants [OH:1][C:2]1[CH:25]=[CH:24][C:5]([O:6][C:7]2[CH:15]=[CH:14][C:13]3[C:9](=[CH:10][N:11]([C:16]4[CH:23]=[CH:22][C:19]([C:20]#[N:21])=[CH:18][CH:17]=4)[N:12]=3)[CH:8]=2)=[CH:4][CH:3]=1.[CH3:26][O:27][CH2:28][CH2:29][C:30]1(Br)[C:35](=[O:36])[NH:34][C:33](=[O:37])[NH:32][C:31]1=[O:38].C1CN2C(=NCCC2)NC1.C(#N)C, predict the reaction product. The product is: [CH:5]([O:6][CH:7]([CH3:15])[CH3:8])([CH3:24])[CH3:4].[CH3:26][O:27][CH2:28][CH2:29][C:30]1([O:1][C:2]2[CH:25]=[CH:24][C:5]([O:6][C:7]3[CH:15]=[CH:14][C:13]4[C:9](=[CH:10][N:11]([C:16]5[CH:23]=[CH:22][C:19]([C:20]#[N:21])=[CH:18][CH:17]=5)[N:12]=4)[CH:8]=3)=[CH:4][CH:3]=2)[C:31](=[O:38])[NH:32][C:33](=[O:37])[NH:34][C:35]1=[O:36]. (2) The product is: [C:1]([O:5][C:6]([N:8]1[CH2:13][CH2:12][CH:11]([O:14][C:15]2[CH:32]=[C:31]([N:33]3[CH2:34][CH2:35][CH2:36][CH2:37]3)[CH:30]=[CH:29][C:16]=2[C:17]2[O:18][C:22](=[O:24])[C:21]3[CH:25]=[CH:26][CH:27]=[CH:28][C:20]=3[N:19]=2)[CH2:10][CH2:9]1)=[O:7])([CH3:2])([CH3:3])[CH3:4]. Given the reactants [C:1]([O:5][C:6]([N:8]1[CH2:13][CH2:12][CH:11]([O:14][C:15]2[CH:32]=[C:31]([N:33]3[CH2:37][CH2:36][CH2:35][CH2:34]3)[CH:30]=[CH:29][C:16]=2[C:17]([NH:19][C:20]2[CH:28]=[CH:27][CH:26]=[CH:25][C:21]=2[C:22]([OH:24])=O)=[O:18])[CH2:10][CH2:9]1)=[O:7])([CH3:4])([CH3:3])[CH3:2].N1C=CC=CC=1.C(Cl)(=O)C(Cl)=O, predict the reaction product. (3) The product is: [N:1]1([CH2:6][C@@H:7]2[C@H:10]([NH:11][C:12](=[O:38])/[C:13](=[N:27]\[O:28][C@H:29]([CH3:37])[C:30]([OH:32])=[O:31])/[C:14]3[N:15]=[C:16]([NH2:19])[S:17][CH:18]=3)[C:9](=[O:39])[N:8]2[S:40]([OH:43])(=[O:41])=[O:42])[CH:5]=[N:4][CH:3]=[N:2]1. Given the reactants [N:1]1([CH2:6][C@@H:7]2[C@H:10]([NH:11][C:12](=[O:38])/[C:13](=[N:27]\[O:28][C@H:29]([CH3:37])[C:30]([O:32]C(C)(C)C)=[O:31])/[C:14]3[N:15]=[C:16]([NH:19]C(OC(C)(C)C)=O)[S:17][CH:18]=3)[C:9](=[O:39])[N:8]2[S:40]([OH:43])(=[O:42])=[O:41])[CH:5]=[N:4][CH:3]=[N:2]1.C(O)(C(F)(F)F)=O, predict the reaction product. (4) Given the reactants [Cl:1][C:2]1[CH:7]=[C:6]([Cl:8])[CH:5]=[CH:4][C:3]=1[C:9]1[C:10]([N+:16]([O-:18])=[O:17])=[N:11][CH:12]=[C:13](Br)[N:14]=1.[NH2:19][CH2:20][CH2:21][NH:22][C:23]1[CH:28]=[CH:27][C:26]([N+:29]([O-:31])=[O:30])=[CH:25][N:24]=1.C(N(C(C)C)CC)(C)C, predict the reaction product. The product is: [Cl:1][C:2]1[CH:7]=[C:6]([Cl:8])[CH:5]=[CH:4][C:3]=1[C:9]1[N:14]=[C:13]([NH:19][CH2:20][CH2:21][NH:22][C:23]2[CH:28]=[CH:27][C:26]([N+:29]([O-:31])=[O:30])=[CH:25][N:24]=2)[CH:12]=[N:11][C:10]=1[N+:16]([O-:18])=[O:17]. (5) Given the reactants [NH:1]1[C@H:10]2[C@H:5]([NH:6][CH2:7][CH2:8][CH2:9]2)[CH2:4][CH2:3][CH2:2]1.CCN(C(C)C)C(C)C.[Cl:20][C:21]1[C:22]([C:28]#[N:29])=[N:23][CH:24]=[C:25](Cl)[N:26]=1.[CH3:30][N:31]([CH3:35])[C:32](Cl)=[O:33], predict the reaction product. The product is: [Cl:20][C:21]1[N:26]=[C:25]([N:1]2[CH2:2][CH2:3][CH2:4][C@@H:5]3[C@H:10]2[CH2:9][CH2:8][CH2:7][N:6]3[C:32]([N:31]([CH3:35])[CH3:30])=[O:33])[CH:24]=[N:23][C:22]=1[C:28]#[N:29]. (6) Given the reactants C([O:4][N:5]1[C:10](=[O:11])[C:9]2[S:12][CH:13]=[CH:14][C:8]=2[N:7]([CH2:15][C:16]2[CH:21]=[CH:20][CH:19]=[C:18](Br)[CH:17]=2)[C:6]1=[O:23])C=C.BrCC1O[C:30]2[CH:32]=CC=[CH:35][C:29]=2OC1, predict the reaction product. The product is: [OH:4][N:5]1[C:10](=[O:11])[C:9]2[S:12][CH:13]=[CH:14][C:8]=2[N:7]([CH2:15][C:16]2[CH:21]=[CH:20][C:19]3[C:18](=[CH:35][CH:29]=[CH:30][CH:32]=3)[CH:17]=2)[C:6]1=[O:23]. (7) The product is: [CH:25]1([O:24][C:18]2[C:19]([CH3:23])=[CH:20][CH:21]=[CH:22][C:17]=2[C:16]([NH:15][C:6]2([C:4]([OH:5])=[O:3])[CH2:7][C:8]3[C:13](=[CH:12][CH:11]=[CH:10][CH:9]=3)[CH2:14]2)=[O:29])[CH2:28][CH2:27][CH2:26]1. Given the reactants C([O:3][C:4]([C:6]1([NH:15][C:16](=[O:29])[C:17]2[CH:22]=[CH:21][CH:20]=[C:19]([CH3:23])[C:18]=2[O:24][CH:25]2[CH2:28][CH2:27][CH2:26]2)[CH2:14][C:13]2[C:8](=[CH:9][CH:10]=[CH:11][CH:12]=2)[CH2:7]1)=[O:5])C.O1CCOCC1.CO.[Li+].[OH-], predict the reaction product. (8) Given the reactants CO[C:3](=[O:25])[CH:4]=[CH:5][C:6]1[C:14]2[N:13]([C:15]3[CH:20]=[CH:19][CH:18]=[CH:17][CH:16]=3)[CH:12]=[N:11][C:10]=2[CH:9]=[C:8]([C:21]([F:24])([F:23])[F:22])[CH:7]=1.C[N:27]1[CH2:32][CH2:31]N(C(=O)C=CC2N(C3C=CC=CC=3)C3C=CC(C(F)(F)F)=CC=3N=2)[CH2:29][CH2:28]1, predict the reaction product. The product is: [CH2:28]([N:27]([CH2:32][CH3:31])[C:3](=[O:25])[CH:4]=[CH:5][C:6]1[C:14]2[N:13]([C:15]3[CH:20]=[CH:19][CH:18]=[CH:17][CH:16]=3)[CH:12]=[N:11][C:10]=2[CH:9]=[C:8]([C:21]([F:24])([F:23])[F:22])[CH:7]=1)[CH3:29]. (9) Given the reactants [Mg].[CH2:2](Br)[C:3]#[CH:4].[Si:6]([O:13][C@@H:14]1[CH2:30][C@H:29]2[C@@:17]([CH3:43])([C@@H:18]3[C@@H:26]([CH2:27][C@@H:28]2[O:31][Si:32]([C:35]([CH3:38])([CH3:37])[CH3:36])([CH3:34])[CH3:33])[C@H:25]2[C@@:21]([CH3:42])([C@@H:22]([C:39](=[O:41])[CH3:40])[CH2:23][CH2:24]2)[CH2:20][CH2:19]3)[CH2:16][CH2:15]1)([C:9]([CH3:12])([CH3:11])[CH3:10])([CH3:8])[CH3:7].CCCCCC.C(OCC)C, predict the reaction product. The product is: [Si:6]([O:13][C@@H:14]1[CH2:30][C@H:29]2[C@@:17]([CH3:43])([C@@H:18]3[C@@H:26]([CH2:27][C@@H:28]2[O:31][Si:32]([C:35]([CH3:38])([CH3:37])[CH3:36])([CH3:34])[CH3:33])[C@H:25]2[C@@:21]([CH3:42])([C@@H:22]([C@@:39]([OH:41])([CH2:4][C:3]#[CH:2])[CH3:40])[CH2:23][CH2:24]2)[CH2:20][CH2:19]3)[CH2:16][CH2:15]1)([C:9]([CH3:12])([CH3:11])[CH3:10])([CH3:8])[CH3:7].